From a dataset of Forward reaction prediction with 1.9M reactions from USPTO patents (1976-2016). Predict the product of the given reaction. (1) Given the reactants [NH3:1].CC(O)C.Cl.Cl[C:8]([C:35]1[CH:40]=[CH:39][C:38]([Cl:41])=[CH:37][CH:36]=1)([C:29]1[CH:30]=[N:31][CH:32]=[CH:33][CH:34]=1)[C:9]1[CH:10]=[C:11]2[C:16](=[CH:17][CH:18]=1)[N:15]([CH3:19])[C:14](=[O:20])[CH:13]=[C:12]2[CH2:21][CH2:22][C:23]1[S:24][C:25]([Cl:28])=[CH:26][CH:27]=1, predict the reaction product. The product is: [NH2:1][C:8]([C:35]1[CH:40]=[CH:39][C:38]([Cl:41])=[CH:37][CH:36]=1)([C:29]1[CH:30]=[N:31][CH:32]=[CH:33][CH:34]=1)[C:9]1[CH:10]=[C:11]2[C:16](=[CH:17][CH:18]=1)[N:15]([CH3:19])[C:14](=[O:20])[CH:13]=[C:12]2[CH2:21][CH2:22][C:23]1[S:24][C:25]([Cl:28])=[CH:26][CH:27]=1. (2) Given the reactants [C:1](=[O:67])([O:51][C:52]1[CH:57]=[CH:56][C:55]([CH2:58][CH2:59][O:60][P:61]([OH:64])([OH:63])=[O:62])=[CH:54][C:53]=1[O:65][CH3:66])[O:2][C@H:3]([C:37]1[CH:42]=[C:41]([C:43]([F:46])([F:45])[F:44])[CH:40]=[C:39]([C:47]([F:50])([F:49])[F:48])[CH:38]=1)[C@@H:4]([N:6](C(OC(C)(C)C)=O)[CH2:7][C:8]1[CH:13]=[C:12]([C:14]([F:17])([F:16])[F:15])[CH:11]=[CH:10][C:9]=1[C:18]1[CH:23]=[C:22]([CH:24]([CH3:26])[CH3:25])[C:21]([F:27])=[CH:20][C:19]=1[O:28][CH3:29])[CH3:5].[ClH:68], predict the reaction product. The product is: [Cl-:68].[F:50][C:47]([F:48])([F:49])[C:39]1[CH:38]=[C:37]([C@@H:3]([O:2][C:1]([O:51][C:52]2[CH:57]=[CH:56][C:55]([CH2:58][CH2:59][O:60][P:61]([OH:64])([OH:63])=[O:62])=[CH:54][C:53]=2[O:65][CH3:66])=[O:67])[C@@H:4]([NH2+:6][CH2:7][C:8]2[CH:13]=[C:12]([C:14]([F:15])([F:17])[F:16])[CH:11]=[CH:10][C:9]=2[C:18]2[CH:23]=[C:22]([CH:24]([CH3:25])[CH3:26])[C:21]([F:27])=[CH:20][C:19]=2[O:28][CH3:29])[CH3:5])[CH:42]=[C:41]([C:43]([F:44])([F:46])[F:45])[CH:40]=1. (3) Given the reactants [NH2:1][C:2]1[CH:3]=[C:4]2[C:8](=[C:9]([F:11])[CH:10]=1)[N:7]([CH:12]1[CH2:14][CH2:13]1)[C:6](=[O:15])[CH2:5]2.[C:16]([O:20][C:21](=[O:27])[NH:22][CH2:23][C@H:24]1[CH2:26][O:25]1)([CH3:19])([CH3:18])[CH3:17].FC(F)(F)S([O-])(=O)=O.[Li+], predict the reaction product. The product is: [C:16]([O:20][C:21](=[O:27])[NH:22][CH2:23][C@H:24]([OH:25])[CH2:26][NH:1][C:2]1[CH:3]=[C:4]2[C:8](=[C:9]([F:11])[CH:10]=1)[N:7]([CH:12]1[CH2:13][CH2:14]1)[C:6](=[O:15])[CH2:5]2)([CH3:18])([CH3:17])[CH3:19]. (4) Given the reactants [N:1]1[C:9]2[C:4](=[N:5][CH:6]=[CH:7][CH:8]=2)[N:3]([C:10]2[S:14][C:13]([C:15]([O:17]C)=O)=[C:12]([O:19][CH2:20][C:21]3[CH:26]=[CH:25][CH:24]=[CH:23][C:22]=3[C:27]([F:30])([F:29])[F:28])[CH:11]=2)[CH:2]=1.[NH3:31], predict the reaction product. The product is: [N:1]1[C:9]2[C:4](=[N:5][CH:6]=[CH:7][CH:8]=2)[N:3]([C:10]2[S:14][C:13]([C:15]([NH2:31])=[O:17])=[C:12]([O:19][CH2:20][C:21]3[CH:26]=[CH:25][CH:24]=[CH:23][C:22]=3[C:27]([F:29])([F:28])[F:30])[CH:11]=2)[CH:2]=1. (5) Given the reactants S(Cl)(Cl)=O.[NH:5]1[CH2:12][CH2:11][CH2:10][C@H:6]1[C:7](O)=O.C[Si](C=[N+]=[N-])(C)C.S([O-])([O-])(=O)=S.[Na+].[Na+].Cl.[O:28]1CC[CH2:30][CH2:29]1, predict the reaction product. The product is: [OH:28][CH2:29][CH2:30][CH2:7][C:6]1[NH:5][CH:12]=[CH:11][CH:10]=1. (6) Given the reactants [F:1][C:2]1[CH:3]=[C:4]([C:27]2[C:28]([C:33]#[N:34])=[CH:29][CH:30]=[CH:31][CH:32]=2)[CH:5]=[CH:6][C:7]=1[CH2:8][C:9]1[C:14](=[O:15])[N:13]([C:16]2[CH:21]=[CH:20][C:19]([OH:22])=[CH:18][CH:17]=2)[C:12]([CH3:23])=[N:11][C:10]=1[CH2:24][CH2:25][CH3:26].[C:35](OC=C)(=O)[CH3:36].C(=O)([O-])[O-].[Na+].[Na+].C1(C)C=CC=CC=1, predict the reaction product. The product is: [F:1][C:2]1[CH:3]=[C:4]([C:27]2[C:28]([C:33]#[N:34])=[CH:29][CH:30]=[CH:31][CH:32]=2)[CH:5]=[CH:6][C:7]=1[CH2:8][C:9]1[C:14](=[O:15])[N:13]([C:16]2[CH:21]=[CH:20][C:19]([O:22][CH:35]=[CH2:36])=[CH:18][CH:17]=2)[C:12]([CH3:23])=[N:11][C:10]=1[CH2:24][CH2:25][CH3:26]. (7) Given the reactants [CH3:1]C(S)C([O-])=O.COC(=O)C(Cl)=C.[OH:14][C:15]1[CH:19]=[CH:18][S:17][C:16]=1[C:20]([O:22][CH3:23])=[O:21].IC, predict the reaction product. The product is: [OH:14][C:15]1[CH:19]=[CH:18][S:17][C:16]=1[C:20]([O:22][CH3:23])=[O:21].[CH3:1][O:14][C:15]1[CH:19]=[CH:18][S:17][C:16]=1[C:20]([OH:22])=[O:21].